Dataset: Catalyst prediction with 721,799 reactions and 888 catalyst types from USPTO. Task: Predict which catalyst facilitates the given reaction. (1) Reactant: [CH3:1][C:2]1[CH:30]=[CH:29][C:5]([CH2:6][NH:7][C:8]([CH:10]2[CH2:13][N:12]([C:14]3[C:19]4=[CH:20][C:21]([C:23]5[CH2:24][CH2:25][NH:26][CH2:27][CH:28]=5)=[CH:22][N:18]4[N:17]=[CH:16][N:15]=3)[CH2:11]2)=[O:9])=[CH:4][CH:3]=1.CCN(CC)CC.[CH:38]1([C:41](Cl)=[O:42])[CH2:40][CH2:39]1. Product: [CH:38]1([C:41]([N:26]2[CH2:25][CH:24]=[C:23]([C:21]3[CH:20]=[C:19]4[N:18]([CH:22]=3)[N:17]=[CH:16][N:15]=[C:14]4[N:12]3[CH2:13][CH:10]([C:8]([NH:7][CH2:6][C:5]4[CH:4]=[CH:3][C:2]([CH3:1])=[CH:30][CH:29]=4)=[O:9])[CH2:11]3)[CH2:28][CH2:27]2)=[O:42])[CH2:40][CH2:39]1. The catalyst class is: 2. (2) Reactant: [CH:1]([NH:4][C:5]1[N:10]=[C:9]([C:11]2[C:19]3[C:14](=[N:15][CH:16]=[C:17]([NH:20][C:21]4[CH:26]=[CH:25][CH:24]=[CH:23][CH:22]=4)[CH:18]=3)[N:13](S(C3C=CC(C)=CC=3)(=O)=O)[CH:12]=2)[C:8]([C:37]#[N:38])=[CH:7][N:6]=1)([CH3:3])[CH3:2].O.[Li+].[OH-]. Product: [CH:1]([NH:4][C:5]1[N:10]=[C:9]([C:11]2[C:19]3[C:14](=[N:15][CH:16]=[C:17]([NH:20][C:21]4[CH:26]=[CH:25][CH:24]=[CH:23][CH:22]=4)[CH:18]=3)[NH:13][CH:12]=2)[C:8]([C:37]#[N:38])=[CH:7][N:6]=1)([CH3:3])[CH3:2]. The catalyst class is: 1. (3) Reactant: [NH2:1][C:2]1[CH:3]=[CH:4][C:5]([CH3:26])=[C:6]([C:8]([C:10]2[CH:15]=[CH:14][C:13]([NH:16][C:17]3[CH:22]=[CH:21][C:20]([F:23])=[CH:19][C:18]=3[F:24])=[CH:12][C:11]=2[Cl:25])=[O:9])[CH:7]=1.[N:27]([C:30]1[CH:39]=[CH:38][CH:37]=[CH:36][C:31]=1[C:32]([O:34][CH3:35])=[O:33])=[C:28]=[O:29]. Product: [CH3:35][O:34][C:32](=[O:33])[C:31]1[CH:36]=[CH:37][CH:38]=[CH:39][C:30]=1[NH:27][C:28]([NH:1][C:2]1[CH:3]=[CH:4][C:5]([CH3:26])=[C:6]([C:8](=[O:9])[C:10]2[CH:15]=[CH:14][C:13]([NH:16][C:17]3[CH:22]=[CH:21][C:20]([F:23])=[CH:19][C:18]=3[F:24])=[CH:12][C:11]=2[Cl:25])[CH:7]=1)=[O:29]. The catalyst class is: 12. (4) Reactant: [SH:1][CH2:2][C:3]1[CH:4]=[C:5]([CH:9]=[CH:10][CH:11]=1)[C:6]([OH:8])=[O:7].[C:12]([O:16][C:17]([CH3:20])([CH3:19])[CH3:18])(=[O:15])[CH:13]=[CH2:14].C1CCN2C(=NCCC2)CC1. Product: [C:17]([O:16][C:12](=[O:15])[CH2:13][CH2:14][S:1][CH2:2][C:3]1[CH:4]=[C:5]([CH:9]=[CH:10][CH:11]=1)[C:6]([OH:8])=[O:7])([CH3:20])([CH3:19])[CH3:18]. The catalyst class is: 10. (5) Reactant: [C:1]([O:8][CH3:9])(=[O:7])/[CH:2]=[CH:3]/[C:4]([OH:6])=[O:5].Cl[CH2:11][C:12]([NH:14][C:15]([NH:17][CH2:18][CH2:19][CH3:20])=[O:16])=[O:13]. Product: [C:1]([O:8][CH3:9])(=[O:7])/[CH:2]=[CH:3]/[C:4]([O:6][CH2:11][C:12](=[O:13])[NH:14][C:15]([NH:17][CH2:18][CH2:19][CH3:20])=[O:16])=[O:5]. The catalyst class is: 37. (6) Reactant: [Br:1][C:2]1[CH:7]=[CH:6][C:5]([OH:8])=[CH:4][C:3]=1[CH:9]([CH3:11])[CH3:10].N1C=CN=C1.Cl[Si:18]([CH:25]([CH3:27])[CH3:26])([CH:22]([CH3:24])[CH3:23])[CH:19]([CH3:21])[CH3:20]. The catalyst class is: 18. Product: [Br:1][C:2]1[CH:7]=[CH:6][C:5]([O:8][Si:18]([CH:25]([CH3:27])[CH3:26])([CH:22]([CH3:24])[CH3:23])[CH:19]([CH3:21])[CH3:20])=[CH:4][C:3]=1[CH:9]([CH3:11])[CH3:10]. (7) Reactant: C(=O)([O-])[O-:2].[K+].[K+].[N:7]1[C:11]2[CH:12]=[CH:13][CH:14]=[N:15][C:10]=2[NH:9][CH:8]=1.Br[CH2:17][CH2:18][CH2:19][CH2:20][N:21]1[C:25](=O)[C:24]2=[CH:27]C=CC=C2C1=O. Product: [N:7]1[C:11]2[C:10](=[N:15][CH:14]=[CH:13][CH:12]=2)[N:9]([CH2:17][CH2:18][CH2:19][CH2:20][NH2:21])[CH:8]=1.[CH:24]([O:2][CH:13]([CH3:12])[CH3:14])([CH3:25])[CH3:27]. The catalyst class is: 9.